Dataset: Experimentally validated miRNA-target interactions with 360,000+ pairs, plus equal number of negative samples. Task: Binary Classification. Given a miRNA mature sequence and a target amino acid sequence, predict their likelihood of interaction. (1) The miRNA is cel-miR-800-3p with sequence GCCAAACUCGGAAAUUGUCUGC. The protein sequence of the target gene is MSAEAEEDCHSDADRVGDEGNESPAERDLQAQLQMFRAQWMFELTPGVGSSHGETRPCRAGRSSMLKAAADTKGRQELAKEEKARELFLQAVEEEQNGALYEAIKFYRRAMQLVPDIEFKITYTRSPDGDGVGSGYIEENEDASKMADLLSYFQQQLTLQESVLKLCQPELETSQTHISVLPMEVLMYIFRWVVSSDLDLRSLEQLSLVCRGFYICARDPEIWRLACLKVWGRSCMKLVPYASWREMFLERPRVRFDGVYISKTTYIRQGEQSLDGFYRAWHQVEYYRYMRFFPDGHVMM.... Result: 0 (no interaction). (2) The miRNA is hsa-miR-548f-5p with sequence UGCAAAAGUAAUCACAGUUUUU. The protein sequence of the target gene is MEIPKLLPARGTLQGGGGGGIPAGGGRVHRGPDSPAGQVPTRRLLLPRGPQDGGPGRRREEASTASRGPGPSLFAPRPHQPSGGGDDFFLVLLDPVGGDVETAGSGQAAGPVLREEAKAGPGLQGDESGANPAGCSAQGPHCLSAVPTPAPISAPGPAAAFAGTVTIHNQDLLLRFENGVLTLATPPPHAWEPGAAPAQQPRCLIAPQAGFPQAAHPGDCPELRSDLLLAEPAEPAPAPAPQEEAEGLAAALGPRGLLGSGPGVVLYLCPEALCGQTFAKKHQLKMHLLTHSSSQGQRPF.... Result: 1 (interaction).